From a dataset of Catalyst prediction with 721,799 reactions and 888 catalyst types from USPTO. Predict which catalyst facilitates the given reaction. (1) Reactant: [NH2:1][C:2]1[N:3]=[C:4]([NH:17][CH:18]2[CH2:23][CH2:22][NH:21][CH2:20][CH2:19]2)[S:5][C:6]=1[C:7]([C:9]1[C:14]([F:15])=[CH:13][CH:12]=[CH:11][C:10]=1[F:16])=[O:8].C(N(CC)CC)C.[CH:31]([S:33](Cl)(=[O:35])=[O:34])=[CH2:32].Cl. Product: [NH2:1][C:2]1[N:3]=[C:4]([NH:17][CH:18]2[CH2:23][CH2:22][N:21]([S:33]([CH:31]=[CH2:32])(=[O:35])=[O:34])[CH2:20][CH2:19]2)[S:5][C:6]=1[C:7]([C:9]1[C:14]([F:15])=[CH:13][CH:12]=[CH:11][C:10]=1[F:16])=[O:8]. The catalyst class is: 1. (2) Reactant: C([O:3][C:4](=[O:33])[CH2:5][O:6][C:7]1[CH:12]=[CH:11][C:10]([S:13][C:14]2[CH:19]=[CH:18][C:17]([CH3:20])=[CH:16][C:15]=2[NH:21][C:22]2[C:31]3[C:26](=[N:27][C:28]([CH3:32])=[CH:29][CH:30]=3)[N:25]=[CH:24][CH:23]=2)=[CH:9][CH:8]=1)C.CCO. Product: [CH3:20][C:17]1[CH:18]=[CH:19][C:14]([S:13][C:10]2[CH:11]=[CH:12][C:7]([O:6][CH2:5][C:4]([OH:33])=[O:3])=[CH:8][CH:9]=2)=[C:15]([NH:21][C:22]2[C:31]3[C:26](=[N:27][C:28]([CH3:32])=[CH:29][CH:30]=3)[N:25]=[CH:24][CH:23]=2)[CH:16]=1. The catalyst class is: 74. (3) Reactant: [NH2:1][C:2]1[C:3]2[CH:24]=[C:23]3[C:18]([CH2:19][CH2:20][CH2:21][CH2:22]3)=[CH:17][C:4]=2[O:5][C:6]=1[C:7]([C:9]1[CH:14]=[CH:13][C:12]([Cl:15])=[CH:11][C:10]=1[Cl:16])=[O:8].[C:25](Cl)(=[O:27])[CH3:26].[C:29](OCC)(=[O:31])[CH3:30].CCCCCC. Product: [C:25]([N:1]([C:2]1[C:3]2[CH:24]=[C:23]3[C:18]([CH2:19][CH2:20][CH2:21][CH2:22]3)=[CH:17][C:4]=2[O:5][C:6]=1[C:7](=[O:8])[C:9]1[CH:14]=[CH:13][C:12]([Cl:15])=[CH:11][C:10]=1[Cl:16])[C:29](=[O:31])[CH3:30])(=[O:27])[CH3:26]. The catalyst class is: 68.